This data is from Reaction yield outcomes from USPTO patents with 853,638 reactions. The task is: Predict the reaction yield, written as a fraction of the theoretical maximum amount of product (1.0 means a 100% yield; for example, 0.34 means a 34% yield). (1) The reactants are [CH3:1][C:2]1[C:7]([CH2:8][O:9][C:10]2[CH:11]=[CH:12][CH:13]=[C:14]3[C:19]=2[N:18]=[C:17]([CH3:20])[CH:16]=[CH:15]3)=[C:6]([CH3:21])[CH:5]=[CH:4][C:3]=1[N:22]1[CH2:26][CH2:25][CH2:24][C@@H:23]1[CH2:27]O.[C:29]1(=[O:39])[NH:33][C:32](=[O:34])[C:31]2=[CH:35][CH:36]=[CH:37][CH:38]=[C:30]12.P(CCCC)(CCCC)CCCC.CN(C)C(N=NC(N(C)C)=O)=O. The catalyst is C1C=CC=CC=1. The product is [CH3:1][C:2]1[C:7]([CH2:8][O:9][C:10]2[CH:11]=[CH:12][CH:13]=[C:14]3[C:19]=2[N:18]=[C:17]([CH3:20])[CH:16]=[CH:15]3)=[C:6]([CH3:21])[CH:5]=[CH:4][C:3]=1[N:22]1[CH2:26][CH2:25][CH2:24][C@@H:23]1[CH2:27][N:33]1[C:29](=[O:39])[C:30]2[C:31](=[CH:35][CH:36]=[CH:37][CH:38]=2)[C:32]1=[O:34]. The yield is 0.811. (2) The reactants are [OH:1][C:2]1[CH:7]=[CH:6][C:5]([NH:8][C:9](=[O:11])[CH3:10])=[CH:4][CH:3]=1.[Br:12][CH2:13][C:14](Cl)=[O:15]. The catalyst is C1COCC1. The product is [Br:12][CH2:13][C:14]([O:1][C:2]1[CH:3]=[CH:4][C:5]([NH:8][C:9](=[O:11])[CH3:10])=[CH:6][CH:7]=1)=[O:15]. The yield is 0.280. (3) The reactants are Br[C:2]1[C:3]2[C:4]3[CH:17]=[CH:16][S:15][C:5]=3[C:6](=[O:14])[NH:7][C:8]=2[CH:9]=[CH:10][C:11]=1[O:12][CH3:13].[C:18]([O:22][C:23]([NH:25][CH2:26][CH:27]1[CH2:32][CH2:31][N:30]([CH2:33][C:34]2[CH:39]=[CH:38][C:37](B(O)O)=[CH:36][CH:35]=2)[CH2:29][CH2:28]1)=[O:24])([CH3:21])([CH3:20])[CH3:19]. No catalyst specified. The product is [CH3:13][O:12][C:11]1[CH:10]=[CH:9][C:8]2[NH:7][C:6](=[O:14])[C:5]3[S:15][CH:16]=[CH:17][C:4]=3[C:3]=2[C:2]=1[C:37]1[CH:38]=[CH:39][C:34]([CH2:33][N:30]2[CH2:31][CH2:32][CH:27]([CH2:26][NH:25][C:23](=[O:24])[O:22][C:18]([CH3:20])([CH3:21])[CH3:19])[CH2:28][CH2:29]2)=[CH:35][CH:36]=1. The yield is 0.200.